This data is from Catalyst prediction with 721,799 reactions and 888 catalyst types from USPTO. The task is: Predict which catalyst facilitates the given reaction. (1) Reactant: [CH3:1][CH:2]([C:4]1[CH:9]=[CH:8][C:7]([S:10]([CH2:12][C@@H:13]2[CH2:18][CH2:17][CH2:16][CH2:15][C@H:14]2[NH:19][S:20]([CH2:23][CH3:24])(=[O:22])=[O:21])=[O:11])=[CH:6][CH:5]=1)[CH3:3].ClC1C=CC=C(C(OO)=[O:33])C=1.C(=O)([O-])O.[Na+].S([O-])([O-])(=O)=S.[Na+].[Na+]. Product: [CH3:3][CH:2]([C:4]1[CH:5]=[CH:6][C:7]([S:10]([CH2:12][CH:13]2[CH2:18][CH2:17][CH2:16][CH2:15][CH:14]2[NH:19][S:20]([CH2:23][CH3:24])(=[O:21])=[O:22])(=[O:33])=[O:11])=[CH:8][CH:9]=1)[CH3:1]. The catalyst class is: 13. (2) Reactant: BrCC1C=C(C=CC=1)C[N:7]1[C:11](I)=[C:10](C=O)[CH:9]=[C:8]1[C:15]([O:17][CH3:18])=[O:16].C([O-])([O-])=O.[K+].[K+]. Product: [NH:7]1[CH:11]=[CH:10][CH:9]=[C:8]1[C:15]([O:17][CH3:18])=[O:16]. The catalyst class is: 5. (3) The catalyst class is: 309. Product: [CH3:1][O:2][C:3]1[CH:4]=[CH:5][C:6]([CH2:9][C:10]([O:12][CH3:13])=[O:11])=[CH:7][CH:8]=1. Reactant: [CH3:1][O:2][C:3]1[CH:8]=[CH:7][C:6]([CH2:9][C:10]([OH:12])=[O:11])=[CH:5][CH:4]=1.[CH3:13]O. (4) Reactant: I[C:2]1[C:6]2[C:7]([O:11][CH3:12])=[N:8][CH:9]=[CH:10][C:5]=2[N:4]([CH:13]2[CH2:17][CH2:16][O:15][CH2:14]2)[CH:3]=1.CC1(C)C(C)(C)OB([C:26]2[CH:31]=[CH:30][C:29]([S:32]([NH2:35])(=[O:34])=[O:33])=[CH:28][CH:27]=2)O1.C(=O)([O-])[O-].[K+].[K+]. Product: [CH3:12][O:11][C:7]1[C:6]2[C:2]([C:26]3[CH:31]=[CH:30][C:29]([S:32]([NH2:35])(=[O:34])=[O:33])=[CH:28][CH:27]=3)=[CH:3][N:4]([CH:13]3[CH2:17][CH2:16][O:15][CH2:14]3)[C:5]=2[CH:10]=[CH:9][N:8]=1. The catalyst class is: 339. (5) Reactant: Cl[C:2]1[CH:3]=[CH:4][C:5]([N+:9]([O-:11])=[O:10])=[C:6]([NH2:8])[CH:7]=1.Cl.[OH:13][CH:14]1[CH2:19][CH2:18][CH2:17][NH:16][CH2:15]1.C([O-])([O-])=O.[K+].[K+].O. Product: [NH2:8][C:6]1[CH:7]=[C:2]([N:16]2[CH2:17][CH2:18][CH2:19][CH:14]([OH:13])[CH2:15]2)[CH:3]=[CH:4][C:5]=1[N+:9]([O-:11])=[O:10]. The catalyst class is: 3.